Task: Predict the reactants needed to synthesize the given product.. Dataset: Full USPTO retrosynthesis dataset with 1.9M reactions from patents (1976-2016) (1) Given the product [OH:8][CH2:9][CH2:10][C@@H:11]([CH2:24][O:25][C:26](=[O:32])[C@H:27]([CH:29]([CH3:30])[CH3:31])[NH2:28])[CH2:12][N:13]1[CH:21]=[N:20][C:19]2[C:18](=[O:22])[NH:17][C:16]([NH2:23])=[N:15][C:14]1=2, predict the reactants needed to synthesize it. The reactants are: N[C@H](C([O:8][CH2:9][CH2:10][C@@H:11]([CH2:24][O:25][C:26](=[O:32])[C@H:27]([CH:29]([CH3:31])[CH3:30])[NH2:28])[CH2:12][N:13]1[CH:21]=[N:20][C:19]2[C:18](=[O:22])[NH:17][C:16]([NH2:23])=[N:15][C:14]1=2)=O)C(C)C.[OH-].[Na+].FC(F)(F)C(O)=O. (2) Given the product [NH2:13][C:3]1[C:2]([OH:1])=[C:10]2[C:6]([CH2:7][N:8]([CH3:12])[C:9]2=[O:11])=[CH:5][CH:4]=1, predict the reactants needed to synthesize it. The reactants are: [OH:1][C:2]1[C:3]([N+:13]([O-])=O)=[CH:4][CH:5]=[C:6]2[C:10]=1[C:9](=[O:11])[N:8]([CH3:12])[CH2:7]2. (3) Given the product [O:3]=[C:4]1[NH:13][C:12]2[N:11]=[CH:10][CH:9]=[C:8]([O:14][C:15]3[CH:16]=[CH:17][C:18]4[O:22][C@H:21]5[C@H:23]([C:24]([OH:26])=[O:25])[C@H:20]5[C:19]=4[CH:29]=3)[C:7]=2[CH2:6][CH2:5]1, predict the reactants needed to synthesize it. The reactants are: [OH-].[Na+].[O:3]=[C:4]1[NH:13][C:12]2[N:11]=[CH:10][CH:9]=[C:8]([O:14][C:15]3[CH:16]=[CH:17][C:18]4[O:22][C@H:21]5[C@H:23]([C:24]([O:26]CC)=[O:25])[C@H:20]5[C:19]=4[CH:29]=3)[C:7]=2[CH2:6][CH2:5]1.